This data is from Full USPTO retrosynthesis dataset with 1.9M reactions from patents (1976-2016). The task is: Predict the reactants needed to synthesize the given product. (1) Given the product [ClH:37].[NH2:7][C@H:8]([C:14]([N:16]1[CH2:17][C:18]([F:20])([F:21])[CH2:19]1)=[O:15])[CH2:9][CH2:10][CH2:11][CH2:12][NH:13][C:35]([C:25]1[C:24]([CH3:23])=[N:28][N:27]([C:29]2[CH:34]=[CH:33][CH:32]=[CH:31][CH:30]=2)[N:26]=1)=[O:36], predict the reactants needed to synthesize it. The reactants are: C(OC(=O)[NH:7][C@H:8]([C:14]([N:16]1[CH2:19][C:18]([F:21])([F:20])[CH2:17]1)=[O:15])[CH2:9][CH2:10][CH2:11][CH2:12][NH2:13])(C)(C)C.[CH3:23][C:24]1[C:25]([C:35]([Cl:37])=[O:36])=[N:26][N:27]([C:29]2[CH:34]=[CH:33][CH:32]=[CH:31][CH:30]=2)[N:28]=1. (2) Given the product [Br:2][C:3]1[C:4]([CH2:12][NH2:1])=[C:5]([CH3:11])[C:6]([O:9][CH3:10])=[CH:7][CH:8]=1, predict the reactants needed to synthesize it. The reactants are: [NH3:1].[Br:2][C:3]1[CH:8]=[CH:7][C:6]([O:9][CH3:10])=[C:5]([CH3:11])[C:4]=1[CH2:12]Cl. (3) Given the product [Cl:36][C:33]1[CH:34]=[CH:35][C:30]([C:19]2[C:20]3[CH2:21][N:22]([S:26]([CH3:29])(=[O:28])=[O:27])[CH2:23][CH2:24][C:25]=3[N:17]([CH2:16][CH:15]([OH:46])[CH2:14][N:11]3[CH2:10][CH2:9][NH:8][CH2:13][CH2:12]3)[N:18]=2)=[CH:31][C:32]=1[C:37]#[C:38][C:39]1[CH:40]=[CH:41][C:42]([Cl:45])=[CH:43][CH:44]=1, predict the reactants needed to synthesize it. The reactants are: C(OC([N:8]1[CH2:13][CH2:12][N:11]([CH2:14][CH:15]([OH:46])[CH2:16][N:17]2[C:25]3[CH2:24][CH2:23][N:22]([S:26]([CH3:29])(=[O:28])=[O:27])[CH2:21][C:20]=3[C:19]([C:30]3[CH:35]=[CH:34][C:33]([Cl:36])=[C:32]([C:37]#[C:38][C:39]4[CH:44]=[CH:43][C:42]([Cl:45])=[CH:41][CH:40]=4)[CH:31]=3)=[N:18]2)[CH2:10][CH2:9]1)=O)(C)(C)C.C(O)(C(F)(F)F)=O.